This data is from Reaction yield outcomes from USPTO patents with 853,638 reactions. The task is: Predict the reaction yield, written as a fraction of the theoretical maximum amount of product (1.0 means a 100% yield; for example, 0.34 means a 34% yield). (1) The reactants are Cl[C:2]1[N:7]=[C:6]([C:8]2[S:9][C:10]([S:13]([C:16]3[CH:22]=[CH:21][C:19]([CH3:20])=[CH:18][CH:17]=3)(=[O:15])=[O:14])=[CH:11][CH:12]=2)[CH:5]=[CH:4][N:3]=1.[NH2:23][CH2:24][CH2:25][N:26]1[C:30]([CH3:32])([CH3:31])[C:29](=[O:33])[NH:28][C:27]1=[O:34].C(N(CC)CC)C. The catalyst is C1(C)C=CC=CC=1. The product is [CH3:31][C:30]1([CH3:32])[N:26]([CH2:25][CH2:24][NH:23][C:2]2[N:7]=[C:6]([C:8]3[S:9][C:10]([S:13]([C:16]4[CH:22]=[CH:21][C:19]([CH3:20])=[CH:18][CH:17]=4)(=[O:15])=[O:14])=[CH:11][CH:12]=3)[CH:5]=[CH:4][N:3]=2)[C:27](=[O:34])[NH:28][C:29]1=[O:33]. The yield is 0.500. (2) The reactants are [CH3:1][C:2]1[CH2:7][CH2:6][CH2:5][C:4]([CH3:9])([CH3:8])[C:3]=1/[CH:10]=[CH:11]/[C:12](/[CH3:22])=[CH:13]/[CH:14]=[CH:15]/[C:16](/[CH3:21])=[CH:17]/[C:18]([OH:20])=O.C(N(S(F)(F)F)CC)C.[C:32]([O:51][CH2:52][C@H:53]([CH2:74][O:75][P:76]([O:79][CH2:80][CH2:81][NH2:82])([OH:78])=[O:77])[O:54][C:55](=[O:73])[CH2:56][CH2:57][CH2:58][CH2:59][CH2:60][CH2:61][CH2:62]/[CH:63]=[CH:64]\[CH2:65][CH2:66][CH2:67][CH2:68][CH2:69][CH2:70][CH2:71][CH3:72])(=[O:50])[CH2:33][CH2:34][CH2:35][CH2:36][CH2:37][CH2:38][CH2:39]/[CH:40]=[CH:41]\[CH2:42][CH2:43][CH2:44][CH2:45][CH2:46][CH2:47][CH2:48][CH3:49]. The catalyst is C(OCC)C. The product is [C:32]([O:51][CH2:52][C@@H:53]([O:54][C:55](=[O:73])[CH2:56][CH2:57][CH2:58][CH2:59][CH2:60][CH2:61][CH2:62]/[CH:63]=[CH:64]\[CH2:65][CH2:66][CH2:67][CH2:68][CH2:69][CH2:70][CH2:71][CH3:72])[CH2:74][O:75][P:76]([O:79][CH2:80][CH2:81][NH:82][C:18](=[O:20])/[CH:17]=[C:16](\[CH3:21])/[CH:15]=[CH:14]/[CH:13]=[C:12](\[CH3:22])/[CH:11]=[CH:10]/[C:3]1[C:4]([CH3:8])([CH3:9])[CH2:5][CH2:6][CH2:7][C:2]=1[CH3:1])([OH:78])=[O:77])(=[O:50])[CH2:33][CH2:34][CH2:35][CH2:36][CH2:37][CH2:38][CH2:39]/[CH:40]=[CH:41]\[CH2:42][CH2:43][CH2:44][CH2:45][CH2:46][CH2:47][CH2:48][CH3:49]. The yield is 0.280. (3) The reactants are [CH3:1][C:2]1[CH:3]=[C:4]([CH:7]=[C:8]([CH3:22])[C:9]=1[O:10][C:11]1[CH:16]=[CH:15][C:14]([O:17][CH3:18])=[C:13]([CH:19]([CH3:21])[CH3:20])[CH:12]=1)C=O.ClC1C=C(C=CC=1)C(OO)=[O:28].[OH-].[Na+].Cl. The catalyst is ClCCl.C(OCC)(=O)C. The product is [CH3:1][C:2]1[CH:3]=[C:4]([OH:28])[CH:7]=[C:8]([CH3:22])[C:9]=1[O:10][C:11]1[CH:16]=[CH:15][C:14]([O:17][CH3:18])=[C:13]([CH:19]([CH3:21])[CH3:20])[CH:12]=1. The yield is 0.470. (4) The reactants are [CH2:1]([Li])CCC.[F:6][C:7]([F:20])=[CH:8]OS(C1C=CC(C)=CC=1)(=O)=O.C1(P(C2C=CC=CC=2)C2C=CC=CC=2)C=CC=CC=1.[CH3:40][O:41][C:42](=[O:57])[C:43]1[CH:55]=[C:54](I)[CH:53]=[C:45]([C:46]([N:48]([CH3:52])[CH2:49][CH2:50][CH3:51])=[O:47])[CH:44]=1.P([O-])([O-])([O-])=O. The yield is 0.350. The product is [CH2:40]([O:41][C:42](=[O:57])[C:43]1[CH:55]=[C:54]([CH:8]=[C:7]([F:20])[F:6])[CH:53]=[C:45]([C:46]([N:48]([CH3:52])[CH2:49][CH2:50][CH3:51])=[O:47])[CH:44]=1)[CH3:1]. The catalyst is C1COCC1.[Cl-].[Cl-].[CH-]1C=CC=C1.[CH-]1C=CC=C1.[Zr+2].[I-].[Zn+2].[I-].C(OCC)(=O)C.